From a dataset of Catalyst prediction with 721,799 reactions and 888 catalyst types from USPTO. Predict which catalyst facilitates the given reaction. (1) Reactant: [ClH:1].[N:2]12[CH2:9][CH2:8][CH:5]([CH2:6][CH2:7]1)[C@@H:4]([NH:10][C:11]([C:13]1[S:14][C:15]3[CH:21]=[CH:20][C:19]([N+:22]([O-])=O)=[CH:18][C:16]=3[CH:17]=1)=[O:12])[CH2:3]2.C(O)(=O)C. Product: [ClH:1].[ClH:1].[N:2]12[CH2:7][CH2:6][CH:5]([CH2:8][CH2:9]1)[C@@H:4]([NH:10][C:11]([C:13]1[S:14][C:15]3[CH:21]=[CH:20][C:19]([NH2:22])=[CH:18][C:16]=3[CH:17]=1)=[O:12])[CH2:3]2. The catalyst class is: 739. (2) Reactant: N1C=CC=CC=1C(O)=O.[NH2:10][C:11]1[C:16]([C:17]2[CH:22]=[CH:21][C:20]([OH:23])=[CH:19][CH:18]=2)=[CH:15][CH:14]=[CH:13][N:12]=1.P([O-])([O-])([O-])=O.[K+].[K+].[K+].Br[C:33]1[CH2:38][CH2:37][C:36]([CH3:40])([CH3:39])[CH2:35][CH:34]=1. Product: [CH3:39][C:36]1([CH3:40])[CH2:37][CH2:38][C:33]([O:23][C:20]2[CH:21]=[CH:22][C:17]([C:16]3[C:11]([NH2:10])=[N:12][CH:13]=[CH:14][CH:15]=3)=[CH:18][CH:19]=2)=[CH:34][CH2:35]1. The catalyst class is: 419. (3) Reactant: [CH2:1]([O:3][C:4]1[CH:9]=[CH:8][C:7]([C:10]2[CH:18]=[CH:17][CH:16]=[C:15]3[C:11]=2[CH2:12][CH2:13][C:14]3=[O:19])=[C:6]([OH:20])[C:5]=1[O:21][CH3:22])[CH3:2].C(=O)([O-])[O-].[K+].[K+].[CH2:29](Br)[CH:30]([CH3:32])[CH3:31]. Product: [CH2:1]([O:3][C:4]1[CH:9]=[CH:8][C:7]([C:10]2[CH:18]=[CH:17][CH:16]=[C:15]3[C:11]=2[CH2:12][CH2:13][C:14]3=[O:19])=[C:6]([O:20][CH2:29][CH:30]([CH3:32])[CH3:31])[C:5]=1[O:21][CH3:22])[CH3:2]. The catalyst class is: 10. (4) Reactant: [F:1][C:2]1[CH:7]=[C:6]([F:8])[CH:5]=[CH:4][C:3]=1[C:9]1[O:13][C:12]([C:14]2[CH:23]=[CH:22][C:17]([C:18]([O:20]C)=[O:19])=[CH:16][CH:15]=2)=[N:11][CH:10]=1.[OH-].[Na+].Cl. The catalyst class is: 371. Product: [F:1][C:2]1[CH:7]=[C:6]([F:8])[CH:5]=[CH:4][C:3]=1[C:9]1[O:13][C:12]([C:14]2[CH:15]=[CH:16][C:17]([C:18]([OH:20])=[O:19])=[CH:22][CH:23]=2)=[N:11][CH:10]=1.